This data is from Forward reaction prediction with 1.9M reactions from USPTO patents (1976-2016). The task is: Predict the product of the given reaction. (1) Given the reactants [Cl:1][C:2]1[C:3]([C:26]2[N:27]([CH:32]([CH3:34])[CH3:33])[C:28]([CH3:31])=[N:29][CH:30]=2)=[N:4][C:5]([NH:8][CH:9]2[CH2:14][CH2:13][N:12]([S:15]([CH2:18][CH2:19][C:20]([CH3:25])([N+:22]([O-])=O)[CH3:21])(=[O:17])=[O:16])[CH2:11][CH2:10]2)=[N:6][CH:7]=1, predict the reaction product. The product is: [NH2:22][C:20]([CH3:25])([CH3:21])[CH2:19][CH2:18][S:15]([N:12]1[CH2:13][CH2:14][CH:9]([NH:8][C:5]2[N:4]=[C:3]([C:26]3[N:27]([CH:32]([CH3:33])[CH3:34])[C:28]([CH3:31])=[N:29][CH:30]=3)[C:2]([Cl:1])=[CH:7][N:6]=2)[CH2:10][CH2:11]1)(=[O:17])=[O:16]. (2) Given the reactants [C:1]([NH:5][CH2:6][Si:7]([CH3:10])([CH3:9])[CH3:8])([CH3:4])([CH3:3])[CH3:2].[CH2:11]=O.CO.[C:15](=[O:18])([O-])[O-].[K+].[K+], predict the reaction product. The product is: [C:1]([N:5]([CH2:11][O:18][CH3:15])[CH2:6][Si:7]([CH3:10])([CH3:9])[CH3:8])([CH3:4])([CH3:3])[CH3:2]. (3) The product is: [Br:23][C:24]1[CH:25]=[C:26]([CH:30]=[CH:31][CH:32]=1)[C:27]([N:4]([CH2:5][C:6]1[CH:22]=[CH:21][CH:20]=[CH:19][C:7]=1[O:8][CH2:9][CH2:10][CH2:11][CH2:12][CH2:13][C:14]([O:16][CH2:17][CH3:18])=[O:15])[CH:1]([CH3:2])[CH3:3])=[O:28]. Given the reactants [CH:1]([NH:4][CH2:5][C:6]1[CH:22]=[CH:21][CH:20]=[CH:19][C:7]=1[O:8][CH2:9][CH2:10][CH2:11][CH2:12][CH2:13][C:14]([O:16][CH2:17][CH3:18])=[O:15])([CH3:3])[CH3:2].[Br:23][C:24]1[CH:25]=[C:26]([CH:30]=[CH:31][CH:32]=1)[C:27](O)=[O:28].CCN=C=NCCCN(C)C.Cl.C1C=CC2N(O)N=NC=2C=1.C(N(CC)CC)C, predict the reaction product.